Dataset: Peptide-MHC class II binding affinity with 134,281 pairs from IEDB. Task: Regression. Given a peptide amino acid sequence and an MHC pseudo amino acid sequence, predict their binding affinity value. This is MHC class II binding data. (1) The peptide sequence is GEPGIAGFVGAQGPK. The MHC is H-2-IAq with pseudo-sequence H-2-IAq. The binding affinity (normalized) is 0.260. (2) The peptide sequence is QDENPVVHFFKNIVTPRTP. The MHC is H-2-IAs with pseudo-sequence H-2-IAs. The binding affinity (normalized) is 0.199. (3) The peptide sequence is SLGEAWTGGGSDKAL. The MHC is HLA-DQA10401-DQB10402 with pseudo-sequence HLA-DQA10401-DQB10402. The binding affinity (normalized) is 0.150. (4) The binding affinity (normalized) is 0.407. The MHC is DRB3_0101 with pseudo-sequence DRB3_0101. The peptide sequence is MGQFISFMQEIPTFL. (5) The binding affinity (normalized) is 0.170. The MHC is HLA-DQA10104-DQB10503 with pseudo-sequence HLA-DQA10104-DQB10503. The peptide sequence is RTFVATFGAASNKAF. (6) The peptide sequence is LVDEERKLHQQGRCR. The MHC is DRB4_0103 with pseudo-sequence DRB4_0103. The binding affinity (normalized) is 0.683.